This data is from Full USPTO retrosynthesis dataset with 1.9M reactions from patents (1976-2016). The task is: Predict the reactants needed to synthesize the given product. (1) Given the product [Cl:1][C:2]1[CH:14]=[CH:13][CH:12]=[CH:11][C:3]=1[CH2:4][C:5]1[O:9][C:8]([NH:10][C:27]([C:24]2([C:22]3[CH:21]=[CH:20][C:19]4[O:15][CH2:16][O:17][C:18]=4[CH:23]=3)[CH2:26][CH2:25]2)=[O:28])=[N:7][N:6]=1, predict the reactants needed to synthesize it. The reactants are: [Cl:1][C:2]1[CH:14]=[CH:13][CH:12]=[CH:11][C:3]=1[CH2:4][C:5]1[O:9][C:8]([NH2:10])=[N:7][N:6]=1.[O:15]1[C:19]2[CH:20]=[CH:21][C:22]([C:24]3([C:27](O)=[O:28])[CH2:26][CH2:25]3)=[CH:23][C:18]=2[O:17][CH2:16]1.C(N(CC)CC)C.F[P-](F)(F)(F)(F)F.N1(O[P+](N(C)C)(N(C)C)N(C)C)C2C=CC=CC=2N=N1. (2) Given the product [CH2:1]([CH:8]1[CH:13]=[C:12]([NH2:17])[CH:11]=[C:10]([CH3:15])[O:9]1)[C:2]1[CH:7]=[CH:6][CH:5]=[CH:4][CH:3]=1, predict the reactants needed to synthesize it. The reactants are: [CH2:1]([C:8]1[O:9][C:10]([CH3:15])=[CH:11][C:12](=O)[CH:13]=1)[C:2]1[CH:7]=[CH:6][CH:5]=[CH:4][CH:3]=1.Cl.[NH2:17]O.C([O-])(=O)C.[Na+].